Dataset: Forward reaction prediction with 1.9M reactions from USPTO patents (1976-2016). Task: Predict the product of the given reaction. (1) Given the reactants [I:1][C:2]1[CH:7]=[CH:6][C:5]([N:8]2[CH:12]=[C:11]([Si](C)(C)C)[N:10]=[N:9]2)=[CH:4][CH:3]=1.[F-].C([N+](CCCC)(CCCC)CCCC)CCC, predict the reaction product. The product is: [I:1][C:2]1[CH:3]=[CH:4][C:5]([N:8]2[CH:12]=[CH:11][N:10]=[N:9]2)=[CH:6][CH:7]=1. (2) Given the reactants C([O-])(=[O:3])C.[Na+].C(=O)(O)[O-].[Na+].[C:11]([O:15][C:16]([N:18]1[CH2:23][CH2:22][N:21]([C:24]2[N:32]=[CH:31][N:30]=[C:29]3[C:25]=2[N:26]=[C:27](Cl)[N:28]3[CH2:33][C:34]2[CH:39]=[CH:38][CH:37]=[CH:36][C:35]=2[C:40]#[N:41])[CH2:20][CH2:19]1)=[O:17])([CH3:14])([CH3:13])[CH3:12], predict the reaction product. The product is: [C:11]([O:15][C:16]([N:18]1[CH2:23][CH2:22][N:21]([C:24]2[N:32]=[CH:31][N:30]=[C:29]3[C:25]=2[NH:26][C:27](=[O:3])[N:28]3[CH2:33][C:34]2[CH:39]=[CH:38][CH:37]=[CH:36][C:35]=2[C:40]#[N:41])[CH2:20][CH2:19]1)=[O:17])([CH3:14])([CH3:13])[CH3:12]. (3) Given the reactants [N+:1]([C:4]1[CH:11]=[CH:10][CH:9]=[C:8]([Br:12])[C:5]=1[CH2:6]Br)([O-:3])=[O:2].[C:13]([O-:16])(=[O:15])C.[Na+].[CH3:18]N(C)C=O, predict the reaction product. The product is: [CH3:18][O:16][C:13](=[O:15])[CH2:6][C:5]1[C:8]([Br:12])=[CH:9][CH:10]=[CH:11][C:4]=1[N+:1]([O-:3])=[O:2]. (4) Given the reactants [O:1]=[C:2]([CH2:9][CH2:10][CH3:11])[CH2:3][C:4]([O:6][CH2:7][CH3:8])=[O:5].[Cl:12][C:13]1[CH:20]=[CH:19][CH:18]=[CH:17][C:14]=1[CH:15]=O.N1CCCCC1.C(O)(=O)C, predict the reaction product. The product is: [Cl:12][C:13]1[CH:20]=[CH:19][CH:18]=[CH:17][C:14]=1[CH:15]=[C:3]([C:2](=[O:1])[CH2:9][CH2:10][CH3:11])[C:4]([O:6][CH2:7][CH3:8])=[O:5]. (5) Given the reactants [N+:1]([C:4]1[CH:13]=[CH:12][CH:11]=[C:10]2[C:5]=1[CH:6]=[CH:7][C:8](Cl)=[N:9]2)([O-])=O.[F:15][C:16]([F:27])([F:26])[O:17][C:18]1[CH:25]=[CH:24][CH:23]=[CH:22][C:19]=1[CH2:20][NH2:21], predict the reaction product. The product is: [F:15][C:16]([F:26])([F:27])[O:17][C:18]1[CH:25]=[CH:24][CH:23]=[CH:22][C:19]=1[CH2:20][NH:21][C:8]1[CH:7]=[CH:6][C:5]2[C:4]([NH2:1])=[CH:13][CH:12]=[CH:11][C:10]=2[N:9]=1. (6) Given the reactants [CH2:1]([O:5][C:6]1[N:14]=[C:13]2[C:9]([N:10]=[C:11]([O:25]C)[N:12]2[CH2:15][CH2:16][CH2:17][N:18]2[CH2:23][CH2:22][N:21]([CH3:24])[CH2:20][CH2:19]2)=[C:8]([NH2:27])[N:7]=1)[CH2:2][CH2:3][CH3:4].Cl.O1CCOCC1, predict the reaction product. The product is: [NH2:27][C:8]1[N:7]=[C:6]([O:5][CH2:1][CH2:2][CH2:3][CH3:4])[N:14]=[C:13]2[C:9]=1[NH:10][C:11](=[O:25])[N:12]2[CH2:15][CH2:16][CH2:17][N:18]1[CH2:19][CH2:20][N:21]([CH3:24])[CH2:22][CH2:23]1. (7) Given the reactants [F:1][C:2]1[CH:11]=[C:10]([NH:12][S:13]([C:16]2[CH:21]=[CH:20][C:19]([C:22]3[CH:27]=[CH:26][N:25]=[C:24]([CH:28]([CH3:30])[CH3:29])[CH:23]=3)=[CH:18][N:17]=2)(=[O:15])=[O:14])[C:9]([F:31])=[CH:8][C:3]=1[C:4]([O:6]C)=[O:5].[OH-].[Li+].Cl, predict the reaction product. The product is: [F:1][C:2]1[CH:11]=[C:10]([NH:12][S:13]([C:16]2[CH:21]=[CH:20][C:19]([C:22]3[CH:27]=[CH:26][N:25]=[C:24]([CH:28]([CH3:29])[CH3:30])[CH:23]=3)=[CH:18][N:17]=2)(=[O:15])=[O:14])[C:9]([F:31])=[CH:8][C:3]=1[C:4]([OH:6])=[O:5].